From a dataset of Forward reaction prediction with 1.9M reactions from USPTO patents (1976-2016). Predict the product of the given reaction. (1) Given the reactants [CH:1]([C@@H:4]1[NH:10][CH2:9][C:8]2[CH:11]=[CH:12][C:13]([C:15]([O:17][CH3:18])=[O:16])=[CH:14][C:7]=2[O:6][CH2:5]1)([CH3:3])[CH3:2].C=O.[BH-](OC(C)=O)(OC(C)=O)O[C:23](C)=O.[Na+], predict the reaction product. The product is: [CH:1]([C@@H:4]1[N:10]([CH3:23])[CH2:9][C:8]2[CH:11]=[CH:12][C:13]([C:15]([O:17][CH3:18])=[O:16])=[CH:14][C:7]=2[O:6][CH2:5]1)([CH3:3])[CH3:2]. (2) Given the reactants [Br:1][C:2]1[CH2:11][CH2:10][C:9]2[C:4](=[CH:5][C:6]([F:12])=[CH:7][CH:8]=2)[C:3]=1[CH:13]=[O:14].ClC1C(=O)C(C#N)=C(C#N)C(=O)C=1Cl, predict the reaction product. The product is: [Br:1][C:2]1[CH:11]=[CH:10][C:9]2[C:4](=[CH:5][C:6]([F:12])=[CH:7][CH:8]=2)[C:3]=1[CH:13]=[O:14]. (3) Given the reactants Cl.[CH:2]1([N:5]([CH:19]2[CH2:24][CH2:23][NH:22][CH2:21][CH2:20]2)[C:6](=[O:18])[C:7]2[CH:12]=[CH:11][C:10]([C:13]3[O:17][CH:16]=[N:15][CH:14]=3)=[CH:9][CH:8]=2)[CH2:4][CH2:3]1.Cl[C:26]1[N:31]=[CH:30][C:29]([O:32][CH:33]([CH3:35])[CH3:34])=[CH:28][N:27]=1, predict the reaction product. The product is: [CH:2]1([N:5]([CH:19]2[CH2:24][CH2:23][N:22]([C:26]3[N:31]=[CH:30][C:29]([O:32][CH:33]([CH3:35])[CH3:34])=[CH:28][N:27]=3)[CH2:21][CH2:20]2)[C:6](=[O:18])[C:7]2[CH:8]=[CH:9][C:10]([C:13]3[O:17][CH:16]=[N:15][CH:14]=3)=[CH:11][CH:12]=2)[CH2:4][CH2:3]1. (4) Given the reactants [NH2:1][C:2]1[CH:3]=[C:4]([N:10]2[CH2:15][CH2:14][N:13]([C:16]([C:18]3[CH:23]=[CH:22][CH:21]=[CH:20][CH:19]=3)=[O:17])[CH2:12][CH2:11]2)[CH:5]=[CH:6][C:7]=1[O:8][CH3:9].[C:24]1(B(O)O)[CH:29]=[CH:28][CH:27]=[CH:26][CH:25]=1.C(N(CC)CC)C, predict the reaction product. The product is: [CH3:9][O:8][C:7]1[CH:6]=[CH:5][C:4]([N:10]2[CH2:11][CH2:12][N:13]([C:16]([C:18]3[CH:19]=[CH:20][CH:21]=[CH:22][CH:23]=3)=[O:17])[CH2:14][CH2:15]2)=[CH:3][C:2]=1[NH:1][C:24]1[CH:29]=[CH:28][CH:27]=[CH:26][CH:25]=1.